Dataset: Peptide-MHC class I binding affinity with 185,985 pairs from IEDB/IMGT. Task: Regression. Given a peptide amino acid sequence and an MHC pseudo amino acid sequence, predict their binding affinity value. This is MHC class I binding data. (1) The peptide sequence is GFPFFIMPK. The MHC is HLA-A69:01 with pseudo-sequence HLA-A69:01. The binding affinity (normalized) is 0.0847. (2) The peptide sequence is VGYVDDTQF. The MHC is HLA-A03:01 with pseudo-sequence HLA-A03:01. The binding affinity (normalized) is 0.0847.